Dataset: Aqueous solubility values for 9,982 compounds from the AqSolDB database. Task: Regression/Classification. Given a drug SMILES string, predict its absorption, distribution, metabolism, or excretion properties. Task type varies by dataset: regression for continuous measurements (e.g., permeability, clearance, half-life) or binary classification for categorical outcomes (e.g., BBB penetration, CYP inhibition). For this dataset (solubility_aqsoldb), we predict Y. (1) The drug is O=[N+]([O-])OCCO[N+](=O)[O-]. The Y is -1.35 log mol/L. (2) The compound is C=C(C)CC(C)(C)C. The Y is -4.69 log mol/L. (3) The molecule is CC(C)=CCCC(C)CC#N. The Y is -3.10 log mol/L. (4) The Y is -3.18 log mol/L. The drug is CCN(CC)CCNC(=O)c1cc(Cl)c(N)cc1OC.